From a dataset of Experimentally validated miRNA-target interactions with 360,000+ pairs, plus equal number of negative samples. Binary Classification. Given a miRNA mature sequence and a target amino acid sequence, predict their likelihood of interaction. (1) The miRNA is hsa-miR-6782-3p with sequence CACCUUUGUGUCCCCAUCCUGCA. The protein sequence of the target gene is MTAREHSPRHGARARAMQRASTIDVAADMVGLSLAGNIQDPDEPILEFSLACSELHTPSLDRKPNSFVAVSVTTPPQAFWTKHAQTEIIEGTNNPIFLSSIAFFQDSLINQMTQIKLSVYDVKDRSQGTMYLLGSGTFVVKDLLQDRHHRLHLTLRSAESDRVGNITVIGWQMEEKSDQQPPVTRFLDTVNGRMVLPVDESLTEALGIRSKYAFLRKDSLLKAVFGGAICRMYRFPTTDGNHLRILEQMAESVLSLHVPRQFVKLLLEEDAARVCELEELGELSPCWESLRRQIVTQYQT.... Result: 0 (no interaction). (2) The protein sequence of the target gene is MGRKKIQITRIMDERNRQVTFTKRKFGLMKKAYELSVLCDCEIALIIFNSSNKLFQYASTDMDKVLLKYTEYNEPHESRTNSDIVETLRKKGLNGCESPDADDYFEHSPLSEDRFSKLNEDSDFIFKRGPPGLPPQNFSMSVTVPVTSPNALSYTNPGSSLVSPSLAASSTLADSSMLSPPPATLHRNVSPGAPQRPPSTGSASGMLSTTDLTVPNGAGNSPVGNGFVNSRASPNLIGNTGANSLGKVMPTKSPPPPGGGSLGMNSRKPDLRVVIPPSSKGMMPPLSEEEELELNAQRIS.... Result: 0 (no interaction). The miRNA is mmu-miR-5101 with sequence UUUGUUUGUUUUGCUGAUGCAG. (3) Result: 0 (no interaction). The miRNA is hsa-miR-7-2-3p with sequence CAACAAAUCCCAGUCUACCUAA. The protein sequence of the target gene is MAVLRQLALLLWKNYTLQKRKVLVTVLELFLPLLFSGILIWLRLKIQSENVPNATIYPGQSIQELPLFFTFPPPGDTWELAYIPSHSDAAKTVTETVRRALVINMRVRGFPSEKDFEDYIRYDNCSSSVLAAVVFEHPFNHSKEPLPLAVKYHLRFSYTRRNYMWTQTGSFFLKETEGWHTTSLFPLFPNPGPREPTSPDGGEPGYIREGFLAVQHAVDRAIMEYHADAATRQLFQRLTVTIKRFPYPPFIADPFLVAIQYQLPLLLLLSFTYTALTIARAVVQEKERRLKEYMRMMGLS....